This data is from Reaction yield outcomes from USPTO patents with 853,638 reactions. The task is: Predict the reaction yield, written as a fraction of the theoretical maximum amount of product (1.0 means a 100% yield; for example, 0.34 means a 34% yield). (1) The reactants are [Br:1][C:2]1[CH:7]=[CH:6][CH:5]=[CH:4][C:3]=1[C:8]1[C:17](=O)[C:16]2[C:11](=[CH:12][C:13]([OH:20])=[C:14]([Cl:19])[CH:15]=2)[O:10][CH:9]=1.O.[NH2:22][NH2:23]. The catalyst is C(O)C. The product is [Br:1][C:2]1[CH:7]=[CH:6][CH:5]=[CH:4][C:3]=1[C:8]1[C:17]([C:16]2[CH:15]=[C:14]([Cl:19])[C:13]([OH:20])=[CH:12][C:11]=2[OH:10])=[N:22][NH:23][CH:9]=1. The yield is 0.700. (2) The reactants are S(S([O-])=O)([O-])=O.[Na+].[Na+].[F:9][C:10]1[C:15]([O:16][C:17]2[CH:22]=[CH:21][CH:20]=[CH:19][CH:18]=2)=[C:14]([N+:23]([O-])=O)[CH:13]=[CH:12][C:11]=1[CH3:26]. The catalyst is O.C1COCC1. The product is [F:9][C:10]1[C:15]([O:16][C:17]2[CH:18]=[CH:19][CH:20]=[CH:21][CH:22]=2)=[C:14]([NH2:23])[CH:13]=[CH:12][C:11]=1[CH3:26]. The yield is 0.514.